This data is from Full USPTO retrosynthesis dataset with 1.9M reactions from patents (1976-2016). The task is: Predict the reactants needed to synthesize the given product. (1) Given the product [NH:21]1[C:22]2[C:18](=[C:17]([C:15]3[CH:14]=[C:13]4[C:9]([CH:10]=[N:11][NH:12]4)=[C:8]([C:6]4[O:7][C:3]([CH2:2][S:43]([C:37]5[CH:42]=[CH:41][CH:40]=[CH:39][CH:38]=5)(=[O:45])=[O:44])=[N:4][N:5]=4)[CH:16]=3)[CH:25]=[CH:24][CH:23]=2)[CH:19]=[CH:20]1, predict the reactants needed to synthesize it. The reactants are: Cl[CH2:2][C:3]1[O:7][C:6]([C:8]2[CH:16]=[C:15]([C:17]3[CH:25]=[CH:24][CH:23]=[C:22]4[C:18]=3[CH:19]=[CH:20][NH:21]4)[CH:14]=[C:13]3[C:9]=2[CH:10]=[N:11][N:12]3S(C2C=CC=CC=2)(=O)=O)=[N:5][N:4]=1.O.O.[C:37]1([S:43]([O-:45])=[O:44])[CH:42]=[CH:41][CH:40]=[CH:39][CH:38]=1.[Na+].[OH-].[Na+].Cl. (2) Given the product [CH2:1]([O:3][C:4]1[CH:5]=[C:6]([CH:7]=[O:8])[CH:9]=[CH:10][C:11]=1[O:12][CH2:23][C:22]([O:21][CH2:19][CH3:20])=[O:25])[CH3:2], predict the reactants needed to synthesize it. The reactants are: [CH2:1]([O:3][C:4]1[CH:5]=[C:6]([CH:9]=[CH:10][C:11]=1[OH:12])[CH:7]=[O:8])[CH3:2].C([O-])([O-])=O.[K+].[K+].[CH2:19]([O:21][C:22](=[O:25])[CH2:23]Br)[CH3:20].C(O)C. (3) Given the product [C:1]([C:5]1[S:9][C:8]([C:10]([NH:12][C@@H:13]([CH2:24][C:25]2[CH:30]=[CH:29][C:28]([C:31]3[N:36]=[CH:35][C:34]([C:37]4[CH:42]=[CH:41][C:40]([O:43][CH2:44][CH2:45][CH2:46][CH2:47][CH2:48][CH2:49][CH3:50])=[CH:39][CH:38]=4)=[CH:33][N:32]=3)=[CH:27][CH:26]=2)[C:14]([N:16]2[CH2:19][CH:18]([C:20]([OH:22])=[O:21])[CH2:17]2)=[O:15])=[O:11])=[CH:7][CH:6]=1)([CH3:4])([CH3:3])[CH3:2], predict the reactants needed to synthesize it. The reactants are: [C:1]([C:5]1[S:9][C:8]([C:10]([NH:12][C@@H:13]([CH2:24][C:25]2[CH:30]=[CH:29][C:28]([C:31]3[N:36]=[CH:35][C:34]([C:37]4[CH:42]=[CH:41][C:40]([O:43][CH2:44][CH2:45][CH2:46][CH2:47][CH2:48][CH2:49][CH3:50])=[CH:39][CH:38]=4)=[CH:33][N:32]=3)=[CH:27][CH:26]=2)[C:14]([N:16]2[CH2:19][CH:18]([C:20]([O:22]C)=[O:21])[CH2:17]2)=[O:15])=[O:11])=[CH:7][CH:6]=1)([CH3:4])([CH3:3])[CH3:2].